This data is from Forward reaction prediction with 1.9M reactions from USPTO patents (1976-2016). The task is: Predict the product of the given reaction. (1) Given the reactants [Cl-:1].[NH3+:2][CH2:3][CH2:4][CH2:5][CH2:6][C:7]([C:9]1[CH:10]=[NH+:11][CH:12]=[CH:13][CH:14]=1)=O.[Cl-].[CH:16]([C:18]1[O:22][C:21]([C:23]2[CH:27]=[CH:26][S:25][C:24]=2[C:28]([O:30][CH3:31])=[O:29])=[CH:20][CH:19]=1)=O.Cl, predict the reaction product. The product is: [ClH:1].[ClH:1].[N:11]1[CH:12]=[CH:13][CH:14]=[C:9]([C:7]2[C:6](=[CH:16][C:18]3[O:22][C:21]([C:23]4[CH:27]=[CH:26][S:25][C:24]=4[C:28]([O:30][CH3:31])=[O:29])=[CH:20][CH:19]=3)[CH2:5][CH2:4][CH2:3][N:2]=2)[CH:10]=1. (2) The product is: [CH3:1][C:2]1([CH3:13])[CH2:7][CH:6]([C:8]([Cl:17])=[O:9])[CH2:5][C:4]([CH3:12])([CH3:11])[O:3]1. Given the reactants [CH3:1][C:2]1([CH3:13])[CH2:7][CH:6]([C:8](O)=[O:9])[CH2:5][C:4]([CH3:12])([CH3:11])[O:3]1.C(Cl)(=O)C([Cl:17])=O, predict the reaction product. (3) Given the reactants [CH2:1]([N:4]1[CH:8]=[C:7]([CH:9]([OH:14])[C:10]([F:13])([F:12])[F:11])[CH:6]=[C:5]1[C:15]#[N:16])[CH:2]=[CH2:3].CC(OI1(OC(C)=O)(OC(C)=O)OC(=O)C2C=CC=CC1=2)=O.C([O-])(O)=O.[Na+], predict the reaction product. The product is: [CH2:1]([N:4]1[CH:8]=[C:7]([C:9](=[O:14])[C:10]([F:13])([F:11])[F:12])[CH:6]=[C:5]1[C:15]#[N:16])[CH:2]=[CH2:3]. (4) Given the reactants [OH-].[Na+].[CH:3]1([NH:9][C:10]2[C:15]([C:16]([O:18]CC)=[O:17])=[C:14]([CH3:21])[N:13]=[C:12]3[N:22]([CH2:25][CH3:26])[N:23]=[CH:24][C:11]=23)[CH2:8][CH2:7][CH2:6][CH2:5][CH2:4]1, predict the reaction product. The product is: [CH:3]1([NH:9][C:10]2[C:15]([C:16]([OH:18])=[O:17])=[C:14]([CH3:21])[N:13]=[C:12]3[N:22]([CH2:25][CH3:26])[N:23]=[CH:24][C:11]=23)[CH2:4][CH2:5][CH2:6][CH2:7][CH2:8]1. (5) Given the reactants [CH3:1][CH2:2][N:3]1[C:9]2[N:10]=[C:11]([N:14]3[CH2:19][CH2:18][NH:17][CH2:16][CH2:15]3)[N:12]=[CH:13][C:8]=2[C:6](=[O:7])[C:5]([C:20]([OH:22])=[O:21])=[CH:4]1.[CH3:23][O:24][C:25]1[CH:30]=[CH:29][CH:28]=[CH:27][C:26]=1[N:31]=[C:32]=[S:33], predict the reaction product. The product is: [CH3:23][O:24][C:25]1[CH:30]=[CH:29][CH:28]=[CH:27][C:26]=1[NH:31][C:32]([N:17]1[CH2:18][CH2:19][N:14]([C:11]2[N:12]=[CH:13][C:8]3[C:6](=[O:7])[C:5]([C:20]([OH:22])=[O:21])=[CH:4][N:3]([CH2:2][CH3:1])[C:9]=3[N:10]=2)[CH2:15][CH2:16]1)=[S:33]. (6) Given the reactants [CH3:1][C:2]1[C:3]([CH2:9][OH:10])=[N:4][CH:5]=[C:6]([CH3:8])[CH:7]=1, predict the reaction product. The product is: [CH3:1][C:2]1[C:3]([CH:9]=[O:10])=[N:4][CH:5]=[C:6]([CH3:8])[CH:7]=1.